Dataset: Full USPTO retrosynthesis dataset with 1.9M reactions from patents (1976-2016). Task: Predict the reactants needed to synthesize the given product. (1) Given the product [Cl:1][C:2]1[CH:7]=[CH:6][C:5]([CH:8]2[CH2:13][CH2:12][N:11]([CH2:18][CH2:19][CH2:20][CH3:21])[CH2:10][CH2:9]2)=[CH:4][C:3]=1[C:14]([F:17])([F:15])[F:16], predict the reactants needed to synthesize it. The reactants are: [Cl:1][C:2]1[CH:7]=[CH:6][C:5]([CH:8]2[CH2:13][CH2:12][NH:11][CH2:10][CH2:9]2)=[CH:4][C:3]=1[C:14]([F:17])([F:16])[F:15].[CH2:18](Br)[CH2:19][CH2:20][CH3:21]. (2) Given the product [C:74]([O-:76])(=[O:75])[CH2:73][C:5]([CH2:2][C:3]([O-:4])=[O:18])([C:302]([O-:303])=[O:301])[OH:6].[CH3:67][CH2:68][CH2:69][CH2:70][CH2:71][CH2:72][CH2:73][C:74]([O:76][CH2:77][C@H:78]([NH:285][C:286]([CH2:288][NH:289][C:290]([C@@H:292]([NH2:300])[CH2:293][CH2:294][CH2:295][NH:296][C:297]([NH2:299])=[NH:298])=[O:291])=[O:287])[C:79]([NH:81][C@H:82]([C:85]([NH:87][C@H:88]([C:96]([NH:98][C@H:99]([C:104]([NH:106][C@H:107]([C:110]([N:112]1[C@H:116]([C:117]([NH:119][C@H:120]([C:126]([NH:128][C@H:129]([C:136]([NH:138][C@H:139]([C:145]([NH:147][C@H:148]([C:154]([NH:156][C@H:157]([C:159]([NH:161][C@H:162]([C:168]([NH:170][C@H:171]([C:177]([NH:179][C@H:180]([C:188]([NH:190][C@H:191]([C:197]([NH:199][C@H:200]([C:206]([NH:208][C@H:209]([C:212]([NH:214][C@H:215]([C:221]([NH:223][C@H:224]([C:230]([N:232]2[C@H:236]([C:237]([N:239]3[C@H:243]([C:244]([NH:246][C@H:247]([C:249]([NH:251][C@H:252]([C:258]([NH:260][C@H:261]([C:266]([NH:268][C@H:269]([C:275]([N:277]4[C@H:281]([C:282]([OH:284])=[O:283])[CH2:280][CH2:279][CH2:278]4)=[O:276])[CH2:270][CH2:271][C:272]([NH2:274])=[O:273])=[O:267])[CH2:262][CH:263]([CH3:264])[CH3:265])=[O:259])[CH2:253][CH2:254][CH2:255][CH2:256][NH2:257])=[O:250])[CH3:248])=[O:245])[CH2:242][CH2:241][CH2:240]3)=[O:238])[CH2:235][CH2:234][CH2:233]2)=[O:231])[CH2:225][CH2:226][CH2:227][CH2:228][NH2:229])=[O:222])[CH2:216][CH2:217][CH2:218][CH2:219][NH2:220])=[O:213])[CH2:210][OH:211])=[O:207])[CH2:201][CH2:202][C:203]([OH:205])=[O:204])=[O:198])[CH2:192][CH2:193][CH2:194][CH2:195][NH2:196])=[O:189])[CH2:181][CH2:182][CH2:183][NH:184][C:185]([NH2:187])=[NH:186])=[O:178])[CH2:172][CH2:173][C:174]([NH2:176])=[O:175])=[O:169])[CH2:163][CH2:164][C:165]([NH2:167])=[O:166])=[O:160])[CH3:158])=[O:155])[CH2:149][CH2:150][CH2:151][CH2:152][NH2:153])=[O:146])[CH2:140][CH2:141][C:142]([NH2:144])=[O:143])=[O:137])[CH2:130][C:131]2[NH:135][CH:134]=[N:133][CH:132]=2)=[O:127])[CH2:121][CH2:122][C:123]([OH:125])=[O:124])=[O:118])[CH2:115][CH2:114][CH2:113]1)=[O:111])[CH2:108][OH:109])=[O:105])[CH2:100][CH:101]([CH3:103])[CH3:102])=[O:97])[CH2:89][C:90]1[CH:91]=[CH:92][CH:93]=[CH:94][CH:95]=1)=[O:86])[CH2:83][OH:84])=[O:80])=[O:75], predict the reactants needed to synthesize it. The reactants are: C(O)[C:2](N)([CH2:5][OH:6])[CH2:3][OH:4].Cl.C(SCCNC(=O)CCNC(=O)[C@H](O)C(C)(C)COP(O)(=O)OP(O)(=O)OC[C@H]1O[C@@H](N2C3N=CN=C(N)C=3N=C2)[C@H](O)[C@@H]1OP(O)(O)=O)(=[O:18])CCCCCCC.[CH3:67][CH2:68][CH2:69][CH2:70][CH2:71][CH2:72][CH2:73][C:74]([O:76][CH2:77][C@H:78]([NH:285][C:286]([CH2:288][NH:289][C:290]([C@@H:292]([NH2:300])[CH2:293][CH2:294][CH2:295][NH:296][C:297]([NH2:299])=[NH:298])=[O:291])=[O:287])[C:79]([NH:81][C@H:82]([C:85]([NH:87][C@H:88]([C:96]([NH:98][C@H:99]([C:104]([NH:106][C@H:107]([C:110]([N:112]1[C@H:116]([C:117]([NH:119][C@H:120]([C:126]([NH:128][C@H:129]([C:136]([NH:138][C@H:139]([C:145]([NH:147][C@H:148]([C:154]([NH:156][C@H:157]([C:159]([NH:161][C@H:162]([C:168]([NH:170][C@H:171]([C:177]([NH:179][C@H:180]([C:188]([NH:190][C@H:191]([C:197]([NH:199][C@H:200]([C:206]([NH:208][C@H:209]([C:212]([NH:214][C@H:215]([C:221]([NH:223][C@H:224]([C:230]([N:232]2[C@H:236]([C:237]([N:239]3[C@H:243]([C:244]([NH:246][C@H:247]([C:249]([NH:251][C@H:252]([C:258]([NH:260][C@H:261]([C:266]([NH:268][C@H:269]([C:275]([N:277]4[C@H:281]([C:282]([OH:284])=[O:283])[CH2:280][CH2:279][CH2:278]4)=[O:276])[CH2:270][CH2:271][C:272]([NH2:274])=[O:273])=[O:267])[CH2:262][CH:263]([CH3:265])[CH3:264])=[O:259])[CH2:253][CH2:254][CH2:255][CH2:256][NH2:257])=[O:250])[CH3:248])=[O:245])[CH2:242][CH2:241][CH2:240]3)=[O:238])[CH2:235][CH2:234][CH2:233]2)=[O:231])[CH2:225][CH2:226][CH2:227][CH2:228][NH2:229])=[O:222])[CH2:216][CH2:217][CH2:218][CH2:219][NH2:220])=[O:213])[CH2:210][OH:211])=[O:207])[CH2:201][CH2:202][C:203]([OH:205])=[O:204])=[O:198])[CH2:192][CH2:193][CH2:194][CH2:195][NH2:196])=[O:189])[CH2:181][CH2:182][CH2:183][NH:184][C:185]([NH2:187])=[NH:186])=[O:178])[CH2:172][CH2:173][C:174]([NH2:176])=[O:175])=[O:169])[CH2:163][CH2:164][C:165]([NH2:167])=[O:166])=[O:160])[CH3:158])=[O:155])[CH2:149][CH2:150][CH2:151][CH2:152][NH2:153])=[O:146])[CH2:140][CH2:141][C:142]([NH2:144])=[O:143])=[O:137])[CH2:130][C:131]2[NH:135][CH:134]=[N:133][CH:132]=2)=[O:127])[CH2:121][CH2:122][C:123]([OH:125])=[O:124])=[O:118])[CH2:115][CH2:114][CH2:113]1)=[O:111])[CH2:108][OH:109])=[O:105])[CH2:100][CH:101]([CH3:103])[CH3:102])=[O:97])[CH2:89][C:90]1[CH:91]=[CH:92][CH:93]=[CH:94][CH:95]=1)=[O:86])[CH2:83][OH:84])=[O:80])=[O:75].[OH:301][C:302](CCCC[C@H]1[C@@H]2[C@@H](NC(N2)=O)CS1)=[O:303]. (3) Given the product [Br:35][C:23]1[C:13]([C:12]2[N:8]([C:5]3[CH:6]=[CH:7][C:2]([F:1])=[CH:3][CH:4]=3)[N:9]=[C:10]([C:24]([F:27])([F:25])[F:26])[CH:11]=2)=[CH:14][C:15]2[NH:20][C:19](=[O:21])[CH2:18][O:17][C:16]=2[CH:22]=1, predict the reactants needed to synthesize it. The reactants are: [F:1][C:2]1[CH:7]=[CH:6][C:5]([N:8]2[C:12]([C:13]3[CH:23]=[CH:22][C:16]4[O:17][CH2:18][C:19](=[O:21])[NH:20][C:15]=4[CH:14]=3)=[CH:11][C:10]([C:24]([F:27])([F:26])[F:25])=[N:9]2)=[CH:4][CH:3]=1.C1C(=O)N([Br:35])C(=O)C1. (4) Given the product [C:11]([O:15][C:16](=[O:35])[N:17]([C:27]1[CH:32]=[CH:31][C:30]([CH:33]([C:10]2[C:4]3[C:5](=[N:6][CH:7]=[C:2]([Br:1])[CH:3]=3)[NH:8][CH:9]=2)[O:34][CH3:39])=[CH:29][N:28]=1)[CH2:18][C:19]1[CH:20]=[N:21][C:22]([O:25][CH3:26])=[CH:23][CH:24]=1)([CH3:14])([CH3:12])[CH3:13], predict the reactants needed to synthesize it. The reactants are: [Br:1][C:2]1[CH:3]=[C:4]2[CH:10]=[CH:9][NH:8][C:5]2=[N:6][CH:7]=1.[C:11]([O:15][C:16](=[O:35])[N:17]([C:27]1[CH:32]=[CH:31][C:30]([CH:33]=[O:34])=[CH:29][N:28]=1)[CH2:18][C:19]1[CH:20]=[N:21][C:22]([O:25][CH3:26])=[CH:23][CH:24]=1)([CH3:14])([CH3:13])[CH3:12].[OH-].[K+].O.[CH3:39]O. (5) Given the product [NH:24]1[C:25]2[C:21](=[C:20]([NH:19][C:2]3[C:7]([C:8]#[N:9])=[CH:6][N:5]=[C:4]4[S:10][C:11]([C:13]5[CH:18]=[CH:17][CH:16]=[CH:15][CH:14]=5)=[CH:12][C:3]=34)[CH:28]=[CH:27][CH:26]=2)[CH:22]=[CH:23]1, predict the reactants needed to synthesize it. The reactants are: Cl[C:2]1[C:7]([C:8]#[N:9])=[CH:6][N:5]=[C:4]2[S:10][C:11]([C:13]3[CH:18]=[CH:17][CH:16]=[CH:15][CH:14]=3)=[CH:12][C:3]=12.[NH2:19][C:20]1[CH:28]=[CH:27][CH:26]=[C:25]2[C:21]=1[CH:22]=[CH:23][NH:24]2.C1(P(C2CCCCC2)C2C=CC=CC=2C2C=CC=CC=2N(C)C)CCCCC1.P([O-])([O-])([O-])=O.[K+].[K+].[K+]. (6) Given the product [O:18]=[S:2]1(=[O:1])[CH2:6][CH2:5][CH2:4][N:3]1[C:7]1[CH:15]=[CH:14][C:10]([C:11]([N:20]2[CH2:25][CH2:24][CH:23]([C:26](=[O:27])[C:28]3[CH:29]=[CH:30][C:31]([CH3:34])=[CH:32][CH:33]=3)[CH2:22][CH2:21]2)=[O:13])=[C:9]([O:16][CH3:17])[CH:8]=1, predict the reactants needed to synthesize it. The reactants are: [O:1]=[S:2]1(=[O:18])[CH2:6][CH2:5][CH2:4][N:3]1[C:7]1[CH:15]=[CH:14][C:10]([C:11]([OH:13])=O)=[C:9]([O:16][CH3:17])[CH:8]=1.Cl.[NH:20]1[CH2:25][CH2:24][CH:23]([C:26]([C:28]2[CH:33]=[CH:32][C:31]([CH3:34])=[CH:30][CH:29]=2)=[O:27])[CH2:22][CH2:21]1.